This data is from Full USPTO retrosynthesis dataset with 1.9M reactions from patents (1976-2016). The task is: Predict the reactants needed to synthesize the given product. Given the product [CH:42]([C:35]1[CH:36]=[C:37]([CH:39]([CH3:40])[CH3:41])[CH:38]=[C:33]([CH:30]([CH3:32])[CH3:31])[C:34]=1[S:45]([O:8][C:6]1[C:5]([CH2:9][C:10]2[CH:15]=[CH:14][C:13]([CH2:16][Cl:55])=[CH:12][C:11]=2[O:18][CH3:19])=[C:4]([CH3:20])[N:3]=[C:2]([NH2:1])[N:7]=1)(=[O:47])=[O:46])([CH3:43])[CH3:44], predict the reactants needed to synthesize it. The reactants are: [NH2:1][C:2]1[N:7]=[C:6]([OH:8])[C:5]([CH2:9][C:10]2[CH:15]=[CH:14][C:13]([CH2:16]O)=[CH:12][C:11]=2[O:18][CH3:19])=[C:4]([CH3:20])[N:3]=1.C(N(CC)C(C)C)(C)C.[CH:30]([C:33]1[CH:38]=[C:37]([CH:39]([CH3:41])[CH3:40])[CH:36]=[C:35]([CH:42]([CH3:44])[CH3:43])[C:34]=1[S:45](Cl)(=[O:47])=[O:46])([CH3:32])[CH3:31].[Cl-].[Li+].CS([Cl:55])(=O)=O.